From a dataset of Forward reaction prediction with 1.9M reactions from USPTO patents (1976-2016). Predict the product of the given reaction. (1) Given the reactants [C:1]([NH:8][CH2:9][C:10]#[CH:11])([O:3][C:4]([CH3:7])([CH3:6])[CH3:5])=[O:2].I[C:13]1[CH:22]=[CH:21][C:16]([C:17]([O:19][CH3:20])=[O:18])=[CH:15][CH:14]=1.C(N(CC)CC)C, predict the reaction product. The product is: [C:1]([NH:8][CH2:9][C:10]#[C:11][C:13]1[CH:22]=[CH:21][C:16]([C:17]([O:19][CH3:20])=[O:18])=[CH:15][CH:14]=1)([O:3][C:4]([CH3:5])([CH3:6])[CH3:7])=[O:2]. (2) Given the reactants Br.[CH3:2][C:3]1[N:4]=[C:5]([CH3:28])[C:6]2[N:7]([CH:9]=[C:10]([C:12]3[C:13](=[O:27])[O:14][C:15]4[C:20]([CH:21]=3)=[CH:19][CH:18]=[C:17]([CH2:22][CH2:23][CH2:24][CH2:25][OH:26])[CH:16]=4)[N:11]=2)[CH:8]=1.C(N(C(C)C)CC)(C)C.[CH3:38][S:39](Cl)(=[O:41])=[O:40], predict the reaction product. The product is: [CH3:38][S:39]([O:26][CH2:25][CH2:24][CH2:23][CH2:22][C:17]1[CH:16]=[C:15]2[C:20]([CH:21]=[C:12]([C:10]3[N:11]=[C:6]4[C:5]([CH3:28])=[N:4][C:3]([CH3:2])=[CH:8][N:7]4[CH:9]=3)[C:13](=[O:27])[O:14]2)=[CH:19][CH:18]=1)(=[O:41])=[O:40]. (3) Given the reactants [OH-].[Na+].[Cl:3][C:4]1[CH:35]=[CH:34][C:7]([CH2:8][O:9][C:10]2[CH:15]=[CH:14][N:13]([C:16]3[CH:17]=[CH:18][C:19]4[N:23]=[C:22]([CH:24]5[CH2:26][CH:25]5[C:27]([O:29]C)=[O:28])[N:21]([CH3:31])[C:20]=4[CH:32]=3)[C:12](=[O:33])[CH:11]=2)=[CH:6][CH:5]=1.CO.Cl, predict the reaction product. The product is: [Cl:3][C:4]1[CH:35]=[CH:34][C:7]([CH2:8][O:9][C:10]2[CH:15]=[CH:14][N:13]([C:16]3[CH:17]=[CH:18][C:19]4[N:23]=[C:22]([CH:24]5[CH2:26][CH:25]5[C:27]([OH:29])=[O:28])[N:21]([CH3:31])[C:20]=4[CH:32]=3)[C:12](=[O:33])[CH:11]=2)=[CH:6][CH:5]=1. (4) Given the reactants [CH2:1]([C:3]1[CH:16]=[CH:15][C:6]([CH2:7][C:8]2[CH:14]=[CH:13][CH:12]=[CH:11][C:9]=2[NH2:10])=[CH:5][CH:4]=1)[CH3:2].[O:17]=[CH:18][C@@H:19]([C@H:21]([C@@H:23]([C@@H:25]([CH2:27][OH:28])[OH:26])[OH:24])[OH:22])O.[Cl-].[NH4+], predict the reaction product. The product is: [CH2:1]([C:3]1[CH:16]=[CH:15][C:6]([CH2:7][C:8]2[CH:14]=[CH:13][CH:12]=[CH:11][C:9]=2[NH:10][C@@H:27]2[O:28][C@H:19]([CH2:18][OH:17])[C@@H:21]([OH:22])[C@H:23]([OH:24])[C@H:25]2[OH:26])=[CH:5][CH:4]=1)[CH3:2]. (5) Given the reactants Cl.[NH2:2][CH2:3][CH:4]([C:8]1[CH:13]=[CH:12][CH:11]=[CH:10][C:9]=1[F:14])[C:5]([OH:7])=[O:6].C[O:16][C:17]([C:19]1[N:20]=[CH:21][C:22]2[C:27]([C:28]=1[OH:29])=[CH:26][CH:25]=[C:24]([O:30][C:31]1[CH:36]=[CH:35][CH:34]=[CH:33][CH:32]=1)[CH:23]=2)=O.C1CCN2[C:40](=[N:41]CCC2)CC1, predict the reaction product. The product is: [C:40]([C:21]1[C:22]2[C:27](=[CH:26][CH:25]=[C:24]([O:30][C:31]3[CH:32]=[CH:33][CH:34]=[CH:35][CH:36]=3)[CH:23]=2)[C:28]([OH:29])=[C:19]([C:17]([NH:2][CH2:3][CH:4]([C:8]2[CH:13]=[CH:12][CH:11]=[CH:10][C:9]=2[F:14])[C:5]([OH:7])=[O:6])=[O:16])[N:20]=1)#[N:41]. (6) Given the reactants [H-].[Na+].[CH2:3]([N:10]1[C:14]2[CH:15]=[CH:16][C:17]([CH2:23][CH2:24]C(OC)=O)=[C:18]([C:19]([O:21]C)=O)[C:13]=2[N:12]=[C:11]1[CH3:29])[C:4]1[CH:9]=[CH:8][CH:7]=[CH:6][CH:5]=1.Cl.[OH-].[Na+], predict the reaction product. The product is: [CH2:3]([N:10]1[C:14]2[CH:15]=[CH:16][C:17]3[CH2:23][CH2:24][C:19](=[O:21])[C:18]=3[C:13]=2[N:12]=[C:11]1[CH3:29])[C:4]1[CH:9]=[CH:8][CH:7]=[CH:6][CH:5]=1. (7) Given the reactants CS(Cl)(=O)=O.[CH2:6]([O:13][C:14]1[CH:19]=[C:18]([O:20][CH2:21][C:22]2[CH:27]=[CH:26][CH:25]=[CH:24][CH:23]=2)[C:17]([CH:28]([CH3:30])[CH3:29])=[CH:16][C:15]=1[N:31]1[C:35]([C:36]2[CH:41]=[CH:40][C:39]([CH2:42]O)=[CH:38][CH:37]=2)=[CH:34][N:33]=[N:32]1)[C:7]1[CH:12]=[CH:11][CH:10]=[CH:9][CH:8]=1.[NH:44]1[CH2:49][CH2:48][O:47][CH2:46][CH2:45]1, predict the reaction product. The product is: [CH2:6]([O:13][C:14]1[CH:19]=[C:18]([O:20][CH2:21][C:22]2[CH:23]=[CH:24][CH:25]=[CH:26][CH:27]=2)[C:17]([CH:28]([CH3:30])[CH3:29])=[CH:16][C:15]=1[N:31]1[C:35]([C:36]2[CH:41]=[CH:40][C:39]([CH2:42][N:44]3[CH2:49][CH2:48][O:47][CH2:46][CH2:45]3)=[CH:38][CH:37]=2)=[CH:34][N:33]=[N:32]1)[C:7]1[CH:12]=[CH:11][CH:10]=[CH:9][CH:8]=1. (8) Given the reactants O[C@@:2]12[C@@H:19]3[C@H:10]([C@H:11]4[C@@:15]([CH2:17][CH2:18]3)([CH3:16])[C:14](=[O:20])[CH2:13][CH2:12]4)[C@H:9](C)[CH2:8][C:7]1=[CH:6][C:5](=[O:22])[CH2:4][CH2:3]2.S(=O)(=O)(O)O.P(=O)(O)(O)O.O, predict the reaction product. The product is: [CH3:16][C@:15]12[CH2:17][CH2:18][C:19]3[C@@H:10]([CH2:9][CH2:8][C:7]4[C:2]=3[CH2:3][CH2:4][C:5](=[O:22])[CH:6]=4)[C@@H:11]1[CH2:12][CH2:13][C:14]2=[O:20]. (9) Given the reactants [C:1]([C@@H:3]([NH:21][C:22]([C:24]1([NH:30]C(=O)OC(C)(C)C)[CH2:29][CH2:28][O:27][CH2:26][CH2:25]1)=[O:23])[CH2:4][C:5]1[CH:10]=[CH:9][C:8]([C:11]2[CH:12]=[C:13]3[C:17](=[CH:18][CH:19]=2)[C:16](=[O:20])[NH:15][CH2:14]3)=[CH:7][CH:6]=1)#[N:2].N, predict the reaction product. The product is: [NH2:30][C:24]1([C:22]([NH:21][C@H:3]([C:1]#[N:2])[CH2:4][C:5]2[CH:6]=[CH:7][C:8]([C:11]3[CH:12]=[C:13]4[C:17](=[CH:18][CH:19]=3)[C:16](=[O:20])[NH:15][CH2:14]4)=[CH:9][CH:10]=2)=[O:23])[CH2:29][CH2:28][O:27][CH2:26][CH2:25]1. (10) Given the reactants Cl[C:2]1[C:7]([Cl:8])=[CH:6][C:5]([C:9]([F:12])([F:11])[F:10])=[CH:4][N:3]=1.[CH3:13][N:14]1[C:22]2[C:17](=[CH:18][CH:19]=[C:20]([CH2:23][NH:24][S:25]([C:28]3[CH:37]=[CH:36][C:31]([C:32]([O:34][CH3:35])=[O:33])=[CH:30][CH:29]=3)(=[O:27])=[O:26])[CH:21]=2)[CH:16]=[N:15]1, predict the reaction product. The product is: [Cl:8][C:7]1[C:2]([N:24]([CH2:23][C:20]2[CH:21]=[C:22]3[C:17]([CH:16]=[N:15][N:14]3[CH3:13])=[CH:18][CH:19]=2)[S:25]([C:28]2[CH:37]=[CH:36][C:31]([C:32]([O:34][CH3:35])=[O:33])=[CH:30][CH:29]=2)(=[O:27])=[O:26])=[N:3][CH:4]=[C:5]([C:9]([F:12])([F:11])[F:10])[CH:6]=1.